Dataset: Catalyst prediction with 721,799 reactions and 888 catalyst types from USPTO. Task: Predict which catalyst facilitates the given reaction. (1) Reactant: [C:1]1([CH:7]2[CH2:12][CH2:11][CH2:10][CH2:9][C:8]2=[O:13])[CH:6]=[CH:5][CH:4]=[CH:3][CH:2]=1.[CH:14]([N-]C(C)C)(C)C.[Li+].[Li]CCCC.C(NC(C)C)(C)C.IC. Product: [CH3:14][C:7]1([C:1]2[CH:6]=[CH:5][CH:4]=[CH:3][CH:2]=2)[CH2:12][CH2:11][CH2:10][CH2:9][C:8]1=[O:13]. The catalyst class is: 20. (2) Reactant: C(OC([NH:8][CH2:9][C:10]([O:12][C@H:13]([C:24]1[CH:29]=[CH:28][C:27]([O:30][CH:31]([F:33])[F:32])=[C:26]([O:34][CH2:35][CH:36]2[CH2:38][CH2:37]2)[CH:25]=1)[CH2:14][C:15]1[C:20]([Cl:21])=[CH:19][N+:18]([O-:22])=[CH:17][C:16]=1[Cl:23])=[O:11])=O)(C)(C)C. Product: [ClH:21].[NH2:8][CH2:9][C:10]([O:12][C@H:13]([C:24]1[CH:29]=[CH:28][C:27]([O:30][CH:31]([F:33])[F:32])=[C:26]([O:34][CH2:35][CH:36]2[CH2:38][CH2:37]2)[CH:25]=1)[CH2:14][C:15]1[C:20]([Cl:21])=[CH:19][N+:18]([O-:22])=[CH:17][C:16]=1[Cl:23])=[O:11]. The catalyst class is: 818. (3) Reactant: [N+:1]([C:4]1[CH:9]=[CH:8][C:7]([S:10](Cl)(=[O:12])=[O:11])=[CH:6][CH:5]=1)([O-])=O.[N:14]1([C:20]([O:22][C:23]([CH3:26])([CH3:25])[CH3:24])=[O:21])[CH2:19][CH2:18]N[CH2:16][CH2:15]1.[CH3:27]CN(CC)CC.C([O-])(O)=O.[Na+]. Product: [NH2:1][C:4]1[CH:9]=[CH:8][C:7]([S:10]([CH:27]2[CH2:18][CH2:19][N:14]([C:20]([O:22][C:23]([CH3:26])([CH3:25])[CH3:24])=[O:21])[CH2:15][CH2:16]2)(=[O:12])=[O:11])=[CH:6][CH:5]=1. The catalyst class is: 2.